Binary Classification. Given a drug SMILES string, predict its activity (active/inactive) in a high-throughput screening assay against a specified biological target. From a dataset of M1 muscarinic receptor agonist screen with 61,833 compounds. (1) The molecule is O1C2n3c(OC2C(O)C1COC(=O)c1ccccc1)nc(=O)c(c3)C. The result is 0 (inactive). (2) The molecule is n12ncnc2nc2c(CCC2)c1Nc1ccc(cc1)C. The result is 0 (inactive). (3) The compound is O=C(NC12CC3CC(C1)CC(C2)C3)CNCCO. The result is 0 (inactive). (4) The drug is O=C/1CC(CC(=O)C1=C\NCCCO)c1ccccc1. The result is 0 (inactive). (5) The compound is S(=O)(=O)(N1C(N(CC1)C(=O)CN1CCCC1)C(C)C)c1ccccc1. The result is 0 (inactive). (6) The molecule is S1c2n(c3c(n(c(=O)n(c3=O)CC(O)=O)C)n2)CC1. The result is 0 (inactive). (7) The compound is O=C(N)C1(N2CCCCC2)CCN(CC1)CC(=O)Nc1ccc(Oc2ccccc2)cc1. The result is 0 (inactive).